From a dataset of Reaction yield outcomes from USPTO patents with 853,638 reactions. Predict the reaction yield, written as a fraction of the theoretical maximum amount of product (1.0 means a 100% yield; for example, 0.34 means a 34% yield). (1) The reactants are C(OC([N:6]1[CH2:11][CH2:10][CH:9]([N:12]2[C:16]3[CH:17]=[CH:18][C:19]([F:21])=[CH:20][C:15]=3[NH:14][C:13]2=[O:22])[CH2:8][CH2:7]1)=O)C.[OH-].[Na+].Cl.C(=O)([O-])[O-].[Na+].[Na+]. No catalyst specified. The product is [F:21][C:19]1[CH:18]=[CH:17][C:16]2[N:12]([CH:9]3[CH2:8][CH2:7][NH:6][CH2:11][CH2:10]3)[C:13](=[O:22])[NH:14][C:15]=2[CH:20]=1. The yield is 0.730. (2) The reactants are [Br-:1].[Li+].CS(O[CH2:8][CH2:9][NH:10][C:11](=[O:17])[O:12][C:13]([CH3:16])([CH3:15])[CH3:14])(=O)=O. The catalyst is O1CCCC1. The product is [Br:1][CH2:8][CH2:9][NH:10][C:11](=[O:17])[O:12][C:13]([CH3:16])([CH3:15])[CH3:14]. The yield is 0.960. (3) The reactants are [Cl:1][C:2]1[CH:11]=[CH:10][C:9]([CH2:12][N:13]([CH2:16][CH3:17])[CH2:14][CH3:15])=[CH:8][C:3]=1[C:4](OC)=[O:5].[H-].C([Al+]CC(C)C)C(C)C.[C@H](O)(C([O-])=O)[C@@H](O)C([O-])=O.[Na+].[K+].ClCCl. The catalyst is C1COCC1. The product is [Cl:1][C:2]1[CH:11]=[CH:10][C:9]([CH2:12][N:13]([CH2:14][CH3:15])[CH2:16][CH3:17])=[CH:8][C:3]=1[CH2:4][OH:5]. The yield is 0.850. (4) The reactants are Cl.[NH2:2][CH2:3][C:4](=[O:9])[C:5]([CH3:8])([CH3:7])[CH3:6].C(N(CC)C(C)C)(C)C.Cl[C:20](=[O:26])[C:21]([O:23][CH2:24][CH3:25])=[O:22]. The catalyst is C(Cl)Cl. The product is [CH2:24]([O:23][C:21](=[O:22])[C:20]([NH:2][CH2:3][C:4](=[O:9])[C:5]([CH3:8])([CH3:7])[CH3:6])=[O:26])[CH3:25]. The yield is 0.810.